From a dataset of Forward reaction prediction with 1.9M reactions from USPTO patents (1976-2016). Predict the product of the given reaction. (1) Given the reactants Br[CH2:2][C:3]#[N:4].C(N(C(C)C)C(C)C)C.[C:14]([O:18][C:19]([NH:21][C@@H:22]([CH2:26][S:27][S:28][C:29]([CH3:32])([CH3:31])[CH3:30])[C:23]([OH:25])=[O:24])=[O:20])([CH3:17])([CH3:16])[CH3:15].[Cl-].[NH4+], predict the reaction product. The product is: [C:14]([O:18][C:19]([NH:21][C@@H:22]([CH2:26][S:27][S:28][C:29]([CH3:32])([CH3:31])[CH3:30])[C:23]([O:25][CH2:2][C:3]#[N:4])=[O:24])=[O:20])([CH3:17])([CH3:16])[CH3:15]. (2) Given the reactants [C:1]([C:3]1[CH:25]=[C:24]([C:26]2[N:31]=[C:30]([NH:32][C:33]3[CH:38]=[CH:37][C:36]([N:39]4[CH2:44][CH2:43][N:42]([CH:45]5[CH2:48][O:47][CH2:46]5)[CH2:41][CH2:40]4)=[CH:35][CH:34]=3)[N:29]=[CH:28][N:27]=2)[CH:23]=[CH:22][C:4]=1[O:5][C@@H:6]1[C@H:11]([F:12])[CH2:10][N:9]([C:13]([O:15]C(C)(C)C)=O)[CH2:8][C:7]1([CH3:21])[CH3:20])#[N:2].[CH3:49][N:50]1[CH:54]=[C:53](C(O)=O)[N:52]=[N:51]1, predict the reaction product. The product is: [F:12][C@@H:11]1[CH2:10][N:9]([C:13]([C:53]2[N:52]=[N:51][N:50]([CH3:49])[CH:54]=2)=[O:15])[CH2:8][C:7]([CH3:20])([CH3:21])[C@@H:6]1[O:5][C:4]1[CH:22]=[CH:23][C:24]([C:26]2[N:31]=[C:30]([NH:32][C:33]3[CH:34]=[CH:35][C:36]([N:39]4[CH2:44][CH2:43][N:42]([CH:45]5[CH2:46][O:47][CH2:48]5)[CH2:41][CH2:40]4)=[CH:37][CH:38]=3)[N:29]=[CH:28][N:27]=2)=[CH:25][C:3]=1[C:1]#[N:2]. (3) Given the reactants [C:1]1([C:7]2[NH:11][N:10]=[N:9][N:8]=2)[CH:6]=[CH:5][CH:4]=[CH:3][CH:2]=1.C(=O)([O-])[O-].[Na+].[Na+].O.[C:19](Cl)([C:32]1[CH:37]=[CH:36][CH:35]=[CH:34][CH:33]=1)([C:26]1[CH:31]=[CH:30][CH:29]=[CH:28][CH:27]=1)[C:20]1[CH:25]=[CH:24][CH:23]=[CH:22][CH:21]=1, predict the reaction product. The product is: [C:1]1([C:7]2[N:11]([C:19]([C:20]3[CH:25]=[CH:24][CH:23]=[CH:22][CH:21]=3)([C:32]3[CH:33]=[CH:34][CH:35]=[CH:36][CH:37]=3)[C:26]3[CH:27]=[CH:28][CH:29]=[CH:30][CH:31]=3)[N:10]=[N:9][N:8]=2)[CH:2]=[CH:3][CH:4]=[CH:5][CH:6]=1. (4) Given the reactants [O:1]=[C:2]1[CH2:7][O:6][C:5]2[CH:8]=[CH:9][C:10]([C:12](=O)[CH2:13][C:14](=O)[CH3:15])=[CH:11][C:4]=2[NH:3]1.[F:18][C:19]([F:24])([F:23])[CH2:20][NH:21][NH2:22], predict the reaction product. The product is: [CH3:15][C:14]1[CH:13]=[C:12]([C:10]2[CH:9]=[CH:8][C:5]3[O:6][CH2:7][C:2](=[O:1])[NH:3][C:4]=3[CH:11]=2)[N:21]([CH2:20][C:19]([F:24])([F:23])[F:18])[N:22]=1. (5) The product is: [Cl:8][C:5]1[C:4]([F:9])=[CH:3][C:2]([CH:10]=[CH2:11])=[CH:7][N:6]=1. Given the reactants Br[C:2]1[CH:3]=[C:4]([F:9])[C:5]([Cl:8])=[N:6][CH:7]=1.[CH3:10][C:11]1(C)CC(C)OB(C=C)O1.C([O-])([O-])=O.[K+].[K+], predict the reaction product. (6) Given the reactants [C@H:1]1([C:10]([OH:12])=O)[CH2:6][CH2:5][C@@H:4]([C:7]([OH:9])=[O:8])[CH2:3][CH2:2]1.C(O[CH2:16][CH2:17][CH2:18][CH3:19])=O.[CH3:20]CCCCCCC.S(Cl)(Cl)=O.C[Zn]C, predict the reaction product. The product is: [C:10]([C@@H:1]1[CH2:2][CH2:3][C@H:4]([C:7]([O:9][CH2:16][CH2:17][CH2:18][CH3:19])=[O:8])[CH2:5][CH2:6]1)(=[O:12])[CH3:20].